This data is from Reaction yield outcomes from USPTO patents with 853,638 reactions. The task is: Predict the reaction yield, written as a fraction of the theoretical maximum amount of product (1.0 means a 100% yield; for example, 0.34 means a 34% yield). (1) The reactants are C([O:5][C:6](=[O:40])[CH2:7][N:8]([CH2:32][C:33]1[CH:38]=[CH:37][CH:36]=[CH:35][C:34]=1[OH:39])[C@@H:9]1[CH2:14][CH2:13][CH2:12][CH2:11][C@H:10]1[N:15]([CH2:24][C:25]([O:27]C(C)(C)C)=[O:26])[CH2:16][C:17]([O:19]C(C)(C)C)=[O:18])(C)(C)C.C([SiH](C(C)C)C(C)C)(C)C.C(S)CCCCCCCCCCC.O. The catalyst is FC(F)(F)C(O)=O. The product is [C:6]([CH2:7][N:8]([CH2:32][C:33]1[CH:38]=[CH:37][CH:36]=[CH:35][C:34]=1[OH:39])[C@@H:9]1[CH2:14][CH2:13][CH2:12][CH2:11][C@H:10]1[N:15]([CH2:24][C:25]([OH:27])=[O:26])[CH2:16][C:17]([OH:19])=[O:18])([OH:40])=[O:5]. The yield is 0.720. (2) The reactants are [CH2:1]([N:8]1[C:12](=[O:13])[CH2:11][CH2:10][C@H:9]1[C:14]([OH:16])=O)[C:2]1[CH:7]=[CH:6][CH:5]=[CH:4][CH:3]=1.[C:17]([O:21][C:22](=[O:33])[C@H:23]([CH2:25][C:26]1[CH:31]=[CH:30][C:29]([OH:32])=[CH:28][CH:27]=1)[NH2:24])([CH3:20])([CH3:19])[CH3:18].F[P-](F)(F)(F)(F)F.N1(O[P+](N(C)C)(N(C)C)N(C)C)C2C=CC=CC=2N=N1.C(N(CC)CC)C. The catalyst is CN(C=O)C.C(OCC)(=O)C. The product is [C:17]([O:21][C:22](=[O:33])[C@H:23]([CH2:25][C:26]1[CH:31]=[CH:30][C:29]([OH:32])=[CH:28][CH:27]=1)[NH:24][C:14](=[O:16])[C@@H:9]1[CH2:10][CH2:11][C:12](=[O:13])[N:8]1[CH2:1][C:2]1[CH:3]=[CH:4][CH:5]=[CH:6][CH:7]=1)([CH3:20])([CH3:18])[CH3:19]. The yield is 0.930. (3) The reactants are [C:1]([O:5][C:6]([NH:8][C:9]([CH3:22])([CH2:17][CH2:18][NH:19][C:20]#[N:21])[C:10]([O:12][C:13]([CH3:16])([CH3:15])[CH3:14])=[O:11])=[O:7])([CH3:4])([CH3:3])[CH3:2].Cl.[NH2:24][OH:25].C([O-])([O-])=O.[Na+].[Na+].C(OCC)(=O)C. The catalyst is O1CCOCC1.O. The product is [C:1]([O:5][C:6]([NH:8][C:9]([CH3:22])([CH2:17][CH2:18][NH:19][C:20]([NH2:21])=[N:24][OH:25])[C:10]([O:12][C:13]([CH3:14])([CH3:15])[CH3:16])=[O:11])=[O:7])([CH3:4])([CH3:2])[CH3:3]. The yield is 0.580. (4) The reactants are Cl.[CH3:2][O:3][CH:4]1[CH2:7][NH:6][CH2:5]1.Br[C:9]1[CH:10]=[CH:11][C:12]([N+:15]([O-:17])=[O:16])=[N:13][CH:14]=1.CC1(C)C2C(=C(P(C3C=CC=CC=3)C3C=CC=CC=3)C=CC=2)OC2C(P(C3C=CC=CC=3)C3C=CC=CC=3)=CC=CC1=2.C([O-])([O-])=O.[Cs+].[Cs+]. The catalyst is C1C=CC(/C=C/C(/C=C/C2C=CC=CC=2)=O)=CC=1.C1C=CC(/C=C/C(/C=C/C2C=CC=CC=2)=O)=CC=1.C1C=CC(/C=C/C(/C=C/C2C=CC=CC=2)=O)=CC=1.[Pd].[Pd].O1CCOCC1. The product is [CH3:2][O:3][CH:4]1[CH2:7][N:6]([C:9]2[CH:10]=[CH:11][C:12]([N+:15]([O-:17])=[O:16])=[N:13][CH:14]=2)[CH2:5]1. The yield is 0.960. (5) The reactants are [C:1]([C:3]1[CH:4]=[C:5]([S:10](Cl)(=[O:12])=[O:11])[CH:6]=[CH:7][C:8]=1[F:9])#[N:2].[N:14]1[CH:19]=[CH:18][CH:17]=[C:16]([NH2:20])[N:15]=1.C1N2CCN(CC2)C1. The catalyst is C(#N)C. The product is [C:1]([C:3]1[CH:4]=[C:5]([S:10]([NH:20][C:16]2[N:15]=[N:14][CH:19]=[CH:18][CH:17]=2)(=[O:12])=[O:11])[CH:6]=[CH:7][C:8]=1[F:9])#[N:2]. The yield is 0.300. (6) The reactants are [NH2:1][CH2:2][C@H:3]1[CH2:7][CH2:6][N:5]([C:8]([O:10][C:11]([CH3:14])([CH3:13])[CH3:12])=[O:9])[CH2:4]1.C(N(CC)CC)C.CN(C1C=CC=CN=1)C.[F:31][C:32]([F:43])([F:42])[C:33](O[C:33](=[O:34])[C:32]([F:43])([F:42])[F:31])=[O:34]. The catalyst is C(Cl)Cl.O. The product is [F:31][C:32]([F:43])([F:42])[C:33]([NH:1][CH2:2][C@H:3]1[CH2:7][CH2:6][N:5]([C:8]([O:10][C:11]([CH3:14])([CH3:13])[CH3:12])=[O:9])[CH2:4]1)=[O:34]. The yield is 1.05. (7) The reactants are [C:1](Cl)(Cl)=[S:2].C(=O)([O-])[O-].[Ca+2].[NH2:10][C:11]1[S:12][C:13]([CH3:22])=[C:14]([CH3:21])[C:15]=1[C:16]([O:18][CH2:19][CH3:20])=[O:17]. The catalyst is C(Cl)(Cl)Cl.O.C(Cl)(Cl)Cl. The product is [N:10]([C:11]1[S:12][C:13]([CH3:22])=[C:14]([CH3:21])[C:15]=1[C:16]([O:18][CH2:19][CH3:20])=[O:17])=[C:1]=[S:2]. The yield is 1.00. (8) The reactants are [N:1]1[C:10]2[C:5](=[CH:6][CH:7]=[CH:8][CH:9]=2)[CH:4]=[C:3]([C:11]([OH:13])=[O:12])[CH:2]=1.S(Cl)(Cl)=O.[CH3:18]O. No catalyst specified. The product is [N:1]1[C:10]2[C:5](=[CH:6][CH:7]=[CH:8][CH:9]=2)[CH:4]=[C:3]([C:11]([O:13][CH3:18])=[O:12])[CH:2]=1. The yield is -0.990.